Dataset: Forward reaction prediction with 1.9M reactions from USPTO patents (1976-2016). Task: Predict the product of the given reaction. (1) Given the reactants [N:1]1[CH:6]=[C:5]([CH3:7])[CH:4]=[C:3]([CH3:8])[C:2]=1[CH3:9].ClC1C=CC=C(C(OO)=[O:18])C=1, predict the reaction product. The product is: [CH3:9][C:2]1[C:3]([CH3:8])=[CH:4][C:5]([CH3:7])=[CH:6][N+:1]=1[O-:18]. (2) Given the reactants [C:1](Cl)(=[O:10])/[CH:2]=[CH:3]/[C:4]1[CH:9]=[CH:8][CH:7]=[CH:6][CH:5]=1.Br.[Cl:13][C:14]1[C:23]([OH:24])=[C:22]([OH:25])[C:21]([Cl:26])=[C:20]2[C:15]=1[CH2:16][CH2:17][NH:18][CH2:19]2.C(N(CC)CC)C, predict the reaction product. The product is: [Cl:13][C:14]1[C:23]([OH:24])=[C:22]([OH:25])[C:21]([Cl:26])=[C:20]2[C:15]=1[CH2:16][CH2:17][N:18]([C:1](=[O:10])/[CH:2]=[CH:3]/[C:4]1[CH:9]=[CH:8][CH:7]=[CH:6][CH:5]=1)[CH2:19]2. (3) Given the reactants [NH2:1][C:2]1[CH:9]=[CH:8][C:5]([C:6]#[N:7])=[CH:4][N:3]=1.Cl[C:11]1[C:16]([N+:17]([O-:19])=[O:18])=[CH:15][CH:14]=[CH:13][N:12]=1, predict the reaction product. The product is: [N+:17]([C:16]1[C:11]([NH:1][C:2]2[CH:9]=[CH:8][C:5]([C:6]#[N:7])=[CH:4][N:3]=2)=[N:12][CH:13]=[CH:14][CH:15]=1)([O-:19])=[O:18]. (4) Given the reactants [F:1][C:2]1[CH:3]=[N:4][C:5]([N:8]2[C:16]3[CH:15]=[CH:14][N:13]=[C:12]([CH3:17])[C:11]=3[N:10]=[CH:9]2)=[N:6][CH:7]=1, predict the reaction product. The product is: [F:1][C:2]1[CH:7]=[N:6][C:5]([N:8]2[C:16]3[CH2:15][CH2:14][NH:13][CH:12]([CH3:17])[C:11]=3[N:10]=[CH:9]2)=[N:4][CH:3]=1. (5) Given the reactants [O:1]=[C:2]1[CH2:6][O:5][C:4]([NH:7][N:8]2[CH2:13][CH2:12][N:11]([CH2:14][C:15]([F:18])([F:17])[F:16])[CH2:10][CH2:9]2)=[C:3]1[C:19]([O:21][CH2:22][CH3:23])=[O:20].[NH:24]1[C:32]2[C:27](=[CH:28][CH:29]=[CH:30][N:31]=2)[C:26]([CH:33]=O)=[CH:25]1.N1CCC[C@H]1C(O)=O, predict the reaction product. The product is: [NH:24]1[C:32]2=[N:31][CH:30]=[CH:29][CH:28]=[C:27]2[C:26]([CH:33]=[C:6]2[O:5][C:4]([NH:7][N:8]3[CH2:13][CH2:12][N:11]([CH2:14][C:15]([F:18])([F:17])[F:16])[CH2:10][CH2:9]3)=[C:3]([C:19]([O:21][CH2:22][CH3:23])=[O:20])[C:2]2=[O:1])=[CH:25]1.